From a dataset of Full USPTO retrosynthesis dataset with 1.9M reactions from patents (1976-2016). Predict the reactants needed to synthesize the given product. (1) Given the product [Br:1][C:2]1[CH:28]=[N:27][C:5]2[N:6]=[C:7]([N:14]3[CH2:17][CH:16]([NH:18][CH3:19])[CH2:15]3)[C:8]3[N:9]([CH2:10][C@H:11]([CH3:13])[N:12]=3)[C:4]=2[CH:3]=1, predict the reactants needed to synthesize it. The reactants are: [Br:1][C:2]1[CH:28]=[N:27][C:5]2[N:6]=[C:7]([N:14]3[CH2:17][CH:16]([N:18](C)[C:19](=O)OC(C)(C)C)[CH2:15]3)[C:8]3[N:9]([CH2:10][C@H:11]([CH3:13])[N:12]=3)[C:4]=2[CH:3]=1.C(O)(C(F)(F)F)=O. (2) Given the product [ClH:29].[ClH:29].[N:26]1[CH:27]=[CH:28][C:23]([N:20]2[CH2:21][CH2:22][CH:17]([CH2:16][O:15][C:9]3[CH:8]=[C:7]4[C:12]([CH2:13][CH2:14][N:5]([C:3](=[N:30][OH:31])[NH2:4])[CH2:6]4)=[CH:11][CH:10]=3)[CH2:18][CH2:19]2)=[CH:24][CH:25]=1, predict the reactants needed to synthesize it. The reactants are: CS[C:3]([N:5]1[CH2:14][CH2:13][C:12]2[C:7](=[CH:8][C:9]([O:15][CH2:16][CH:17]3[CH2:22][CH2:21][N:20]([C:23]4[CH:28]=[CH:27][N:26]=[CH:25][CH:24]=4)[CH2:19][CH2:18]3)=[CH:10][CH:11]=2)[CH2:6]1)=[NH:4].[ClH:29].[NH2:30][OH:31].C([O-])(=O)C.[Na+].O. (3) The reactants are: [CH:1]([C:4]1[S:8][C:7]([NH:9][C:10]([NH:12][C:13]2[CH:18]=[CH:17][CH:16]=[C:15](I)[CH:14]=2)=[O:11])=[N:6][CH:5]=1)([CH3:3])[CH3:2].CN(C)C(=N)N(C)C.[I-].[OH2:29]. Given the product [OH:29][CH:4]([CH3:5])[C:1]#[C:2][C:15]1[CH:14]=[C:13]([NH:12][C:10]([NH:9][C:7]2[S:8][C:4]([CH:1]([CH3:3])[CH3:2])=[CH:5][N:6]=2)=[O:11])[CH:18]=[CH:17][CH:16]=1, predict the reactants needed to synthesize it. (4) Given the product [CH2:12]([C:14]1[CH:15]=[CH:16][CH:17]=[C:18]([C:38]([CH3:39])([C:5]2[CH:10]=[CH:9][CH:8]=[CH:7][CH:6]=2)[CH3:33])[CH:19]=1)[CH3:13], predict the reactants needed to synthesize it. The reactants are: [Cl-].C[Zn]C.[C:5]1(C)[CH:10]=[CH:9][CH:8]=[CH:7][CH:6]=1.[CH2:12]([C:14]1[CH:15]=[CH:16][C:17](OC)=[C:18](C(C2C=CC=CC=2)=O)[CH:19]=1)[CH3:13].C(=O)=O.[CH3:33]O.CCO[CH2:38][CH3:39].